From a dataset of Peptide-MHC class I binding affinity with 185,985 pairs from IEDB/IMGT. Regression. Given a peptide amino acid sequence and an MHC pseudo amino acid sequence, predict their binding affinity value. This is MHC class I binding data. The peptide sequence is VTSLAIKNYY. The MHC is HLA-A03:01 with pseudo-sequence HLA-A03:01. The binding affinity (normalized) is 0.508.